Dataset: Forward reaction prediction with 1.9M reactions from USPTO patents (1976-2016). Task: Predict the product of the given reaction. (1) Given the reactants [F:1][C:2]([F:11])([F:10])[C:3]1[CH:4]=[C:5]([CH:7]=[CH:8][CH:9]=1)[NH2:6].[Br:12][C:13]1[CH:14]=[CH:15][C:16]2[N:17]([CH:19]=[C:20]([C:22](OCC)=[O:23])[N:21]=2)[CH:18]=1, predict the reaction product. The product is: [Br:12][C:13]1[CH:14]=[CH:15][C:16]2[N:17]([CH:19]=[C:20]([C:22]([NH:6][C:5]3[CH:7]=[CH:8][CH:9]=[C:3]([C:2]([F:10])([F:11])[F:1])[CH:4]=3)=[O:23])[N:21]=2)[CH:18]=1. (2) Given the reactants [Cl:1][C:2]1[CH:7]=[CH:6][CH:5]=[CH:4][C:3]=1[CH:8]([C:25]1[CH:30]=[CH:29][CH:28]=[CH:27][C:26]=1[Cl:31])[N:9]1[CH:14]2[CH2:15][CH2:16][CH:10]1[CH2:11][C:12]([C:18]1[CH:23]=[CH:22][CH:21]=[C:20](Br)[N:19]=1)([OH:17])[CH2:13]2.[C:32]([NH:39][CH2:40][CH2:41][NH2:42])([O:34][C:35]([CH3:38])([CH3:37])[CH3:36])=[O:33].N1C=CC=CC=1, predict the reaction product. The product is: [Cl:1][C:2]1[CH:7]=[CH:6][CH:5]=[CH:4][C:3]=1[CH:8]([C:25]1[CH:30]=[CH:29][CH:28]=[CH:27][C:26]=1[Cl:31])[N:9]1[CH:14]2[CH2:15][CH2:16][CH:10]1[CH2:11][C:12]([C:18]1[N:19]=[C:20]([NH:42][CH2:41][CH2:40][NH:39][C:32](=[O:33])[O:34][C:35]([CH3:37])([CH3:36])[CH3:38])[CH:21]=[CH:22][CH:23]=1)([OH:17])[CH2:13]2.